From a dataset of Tyrosyl-DNA phosphodiesterase HTS with 341,365 compounds. Binary Classification. Given a drug SMILES string, predict its activity (active/inactive) in a high-throughput screening assay against a specified biological target. (1) The compound is s1c(nn2c1nc(cc2=O)COC(=O)c1ccc(NC(=O)C(Oc2ccccc2)C)cc1)C(C)C. The result is 0 (inactive). (2) The drug is s1c(NC(=O)C2CN(C(=O)C2)c2cc3OCCOc3cc2)nnc1SCc1ccc(cc1)C(OC)=O. The result is 0 (inactive). (3) The result is 0 (inactive). The drug is S1CCn2c1nc(c2/N=C\c1ccc(F)cc1)c1ccc(F)cc1.